This data is from Full USPTO retrosynthesis dataset with 1.9M reactions from patents (1976-2016). The task is: Predict the reactants needed to synthesize the given product. (1) Given the product [NH2:23][C:19]1[CH:18]=[C:17]([C:15](=[O:16])[CH2:14][N:9]2[C:8](=[O:26])[C:7]([CH:1]3[CH2:2][CH2:3][CH2:4][CH2:5][CH2:6]3)([CH3:27])[N:11]([CH3:12])[C:10]2=[O:13])[CH:22]=[CH:21][CH:20]=1, predict the reactants needed to synthesize it. The reactants are: [CH:1]1([C:7]2([CH3:27])[N:11]([CH3:12])[C:10](=[O:13])[N:9]([CH2:14][C:15]([C:17]3[CH:22]=[CH:21][CH:20]=[C:19]([N+:23]([O-])=O)[CH:18]=3)=[O:16])[C:8]2=[O:26])[CH2:6][CH2:5][CH2:4][CH2:3][CH2:2]1.[NH4+].[Cl-]. (2) Given the product [C:1]1([CH:7]([N:14]2[CH2:17][CH:16]([CH2:18][O:19][S:28]([CH3:27])(=[O:30])=[O:29])[CH2:15]2)[C:8]2[CH:13]=[CH:12][CH:11]=[CH:10][CH:9]=2)[CH:6]=[CH:5][CH:4]=[CH:3][CH:2]=1, predict the reactants needed to synthesize it. The reactants are: [C:1]1([CH:7]([N:14]2[CH2:17][CH:16]([CH2:18][OH:19])[CH2:15]2)[C:8]2[CH:13]=[CH:12][CH:11]=[CH:10][CH:9]=2)[CH:6]=[CH:5][CH:4]=[CH:3][CH:2]=1.C(N(CC)CC)C.[CH3:27][S:28](Cl)(=[O:30])=[O:29]. (3) Given the product [CH3:32][C:31]1[CH:33]=[CH:34][C:28]([S:25]([O:16][CH2:15][C:10]2[CH:11]=[CH:12][CH:13]=[CH:14][C:9]=2[CH2:8][O:7][CH:2]2[CH2:3][CH2:4][CH2:5][CH2:6][O:1]2)(=[O:26])=[O:24])=[CH:29][CH:30]=1, predict the reactants needed to synthesize it. The reactants are: [O:1]1[CH2:6][CH2:5][CH2:4][CH2:3][CH:2]1[O:7][CH2:8][C:9]1[CH:14]=[CH:13][CH:12]=[CH:11][C:10]=1[CH2:15][OH:16].CCN(CC)CC.[O:24](S(C1C=CC(C)=CC=1)(=O)=O)[S:25]([C:28]1[CH:34]=[CH:33][C:31]([CH3:32])=[CH:30][CH:29]=1)(=O)=[O:26]. (4) Given the product [CH2:19]([NH:18][C:17]([CH:9]([CH2:10][C:11]1[CH:16]=[CH:15][CH:14]=[CH:13][CH:12]=1)[CH2:8][P:5]([CH:3]([NH:2][C:38](=[O:39])[CH2:37][CH2:36][CH:35]([NH:34][C:32]([O:31][C:27]([CH3:29])([CH3:28])[CH3:30])=[O:33])[C:41]([N:43]1[CH2:47][CH2:46][CH2:45][CH:44]1[C:48]#[N:49])=[O:42])[CH3:4])(=[O:6])[OH:7])=[O:26])[C:20]1[CH:25]=[CH:24][CH:23]=[CH:22][CH:21]=1, predict the reactants needed to synthesize it. The reactants are: Cl.[NH2:2][CH:3]([P:5]([CH2:8][CH:9]([C:17](=[O:26])[NH:18][CH2:19][C:20]1[CH:25]=[CH:24][CH:23]=[CH:22][CH:21]=1)[CH2:10][C:11]1[CH:16]=[CH:15][CH:14]=[CH:13][CH:12]=1)(=[O:7])[OH:6])[CH3:4].[C:27]([O:31][C:32]([NH:34][CH:35]([C:41]([N:43]1[CH2:47][CH2:46][CH2:45][CH:44]1[C:48]#[N:49])=[O:42])[CH2:36][CH2:37][C:38](O)=[O:39])=[O:33])([CH3:30])([CH3:29])[CH3:28].CN1CCOCC1.Cl.CN(C)CCCN=C=NCC.OC1C2N=NNC=2C=CC=1.